Dataset: NCI-60 drug combinations with 297,098 pairs across 59 cell lines. Task: Regression. Given two drug SMILES strings and cell line genomic features, predict the synergy score measuring deviation from expected non-interaction effect. (1) Drug 1: C1=CC(=CC=C1CCC2=CNC3=C2C(=O)NC(=N3)N)C(=O)NC(CCC(=O)O)C(=O)O. Drug 2: C(CN)CNCCSP(=O)(O)O. Cell line: UACC62. Synergy scores: CSS=21.7, Synergy_ZIP=-2.80, Synergy_Bliss=1.98, Synergy_Loewe=-14.4, Synergy_HSA=1.78. (2) Drug 1: CC12CCC(CC1=CCC3C2CCC4(C3CC=C4C5=CN=CC=C5)C)O. Drug 2: CC1=C(C(CCC1)(C)C)C=CC(=CC=CC(=CC(=O)O)C)C. Cell line: NCI-H460. Synergy scores: CSS=4.20, Synergy_ZIP=-1.83, Synergy_Bliss=-3.77, Synergy_Loewe=-7.02, Synergy_HSA=-4.30. (3) Drug 1: C(CC(=O)O)C(=O)CN.Cl. Drug 2: N.N.Cl[Pt+2]Cl. Cell line: A549. Synergy scores: CSS=59.2, Synergy_ZIP=-2.21, Synergy_Bliss=-1.44, Synergy_Loewe=-10.4, Synergy_HSA=2.07. (4) Drug 1: C1=C(C(=O)NC(=O)N1)F. Drug 2: CN1C(=O)N2C=NC(=C2N=N1)C(=O)N. Cell line: PC-3. Synergy scores: CSS=35.7, Synergy_ZIP=2.96, Synergy_Bliss=2.75, Synergy_Loewe=-3.89, Synergy_HSA=2.36. (5) Drug 1: CC1=C(C(=CC=C1)Cl)NC(=O)C2=CN=C(S2)NC3=CC(=NC(=N3)C)N4CCN(CC4)CCO. Drug 2: C1C(C(OC1N2C=NC(=NC2=O)N)CO)O. Cell line: SNB-75. Synergy scores: CSS=6.52, Synergy_ZIP=-2.49, Synergy_Bliss=-1.70, Synergy_Loewe=-10.0, Synergy_HSA=-1.94. (6) Drug 1: C1=CC(=C2C(=C1NCCNCCO)C(=O)C3=C(C=CC(=C3C2=O)O)O)NCCNCCO. Drug 2: CNC(=O)C1=NC=CC(=C1)OC2=CC=C(C=C2)NC(=O)NC3=CC(=C(C=C3)Cl)C(F)(F)F. Cell line: OVCAR3. Synergy scores: CSS=41.9, Synergy_ZIP=3.80, Synergy_Bliss=3.41, Synergy_Loewe=3.92, Synergy_HSA=5.28. (7) Drug 1: C1=C(C(=O)NC(=O)N1)F. Drug 2: C#CCC(CC1=CN=C2C(=N1)C(=NC(=N2)N)N)C3=CC=C(C=C3)C(=O)NC(CCC(=O)O)C(=O)O. Cell line: SK-MEL-2. Synergy scores: CSS=-6.87, Synergy_ZIP=-14.4, Synergy_Bliss=-33.8, Synergy_Loewe=-32.5, Synergy_HSA=-32.5.